The task is: Predict the reactants needed to synthesize the given product.. This data is from Full USPTO retrosynthesis dataset with 1.9M reactions from patents (1976-2016). (1) Given the product [Br:23][C:24]1[CH:32]=[C:31]([CH3:33])[CH:30]=[CH:29][C:25]=1[C:26]([N:36]([CH3:35])[O:37][CH3:38])=[O:27], predict the reactants needed to synthesize it. The reactants are: ON1C2C=CC=CC=2N=N1.Cl.C(N=C=NCCCN(C)C)C.[Br:23][C:24]1[CH:32]=[C:31]([CH3:33])[CH:30]=[CH:29][C:25]=1[C:26](O)=[O:27].Cl.[CH3:35][NH:36][O:37][CH3:38].Cl. (2) Given the product [OH:4][CH2:5][C:6]1[N:10]([C:11]2[CH:16]=[CH:15][C:14]([C:17]#[N:18])=[C:13]([O:19][C:20]([F:23])([F:22])[F:21])[CH:12]=2)[N:9]=[N:8][N:7]=1, predict the reactants needed to synthesize it. The reactants are: C([O:4][CH2:5][C:6]1[N:10]([C:11]2[CH:16]=[CH:15][C:14]([C:17]#[N:18])=[C:13]([O:19][C:20]([F:23])([F:22])[F:21])[CH:12]=2)[N:9]=[N:8][N:7]=1)(=O)C.[OH-].[Li+]. (3) Given the product [Cl:1][C:2]1[CH:3]=[CH:4][C:5]([C:20]#[N:21])=[C:6]([C:8]2[CH:13]=[CH:12][N:11]([CH:14]([CH3:18])[C:15]([NH:31][C:30]3[CH:29]=[CH:28][C:27]([C:25]4[N:24]=[CH:23][NH:22][CH:26]=4)=[CH:33][CH:32]=3)=[O:17])[C:10](=[O:19])[CH:9]=2)[CH:7]=1, predict the reactants needed to synthesize it. The reactants are: [Cl:1][C:2]1[CH:3]=[CH:4][C:5]([C:20]#[N:21])=[C:6]([C:8]2[CH:13]=[CH:12][N:11]([CH:14]([CH3:18])[C:15]([OH:17])=O)[C:10](=[O:19])[CH:9]=2)[CH:7]=1.[NH:22]1[CH:26]=[C:25]([C:27]2[CH:33]=[CH:32][C:30]([NH2:31])=[CH:29][CH:28]=2)[N:24]=[CH:23]1.